This data is from Full USPTO retrosynthesis dataset with 1.9M reactions from patents (1976-2016). The task is: Predict the reactants needed to synthesize the given product. (1) Given the product [OH:4][C@H:3]([C:5]1[CH:10]=[CH:9][C:8]([OH:11])=[CH:7][CH:6]=1)[C@@H:2]([NH:1][CH2:21][CH2:22][O:23][C:24]1[CH:25]=[CH:26][C:27]([C:30]2[CH:35]=[CH:34][C:33]([C:36]([O:38][CH3:39])=[O:37])=[C:32]([S:40][CH:41]([CH3:42])[CH3:43])[CH:31]=2)=[CH:28][CH:29]=1)[CH3:12], predict the reactants needed to synthesize it. The reactants are: [NH2:1][C@@H:2]([CH3:12])[C@@H:3]([C:5]1[CH:10]=[CH:9][C:8]([OH:11])=[CH:7][CH:6]=1)[OH:4].C(NC(C)C)(C)C.Br[CH2:21][CH2:22][O:23][C:24]1[CH:29]=[CH:28][C:27]([C:30]2[CH:35]=[CH:34][C:33]([C:36]([O:38][CH3:39])=[O:37])=[C:32]([S:40][CH:41]([CH3:43])[CH3:42])[CH:31]=2)=[CH:26][CH:25]=1. (2) Given the product [CH2:11]([O:13][C:14](=[O:23])[CH2:15][C:16]1[CH:21]=[CH:20][CH:19]=[C:18]([NH:22][C:5](=[O:7])[C:4]2[CH:8]=[CH:9][CH:10]=[C:2]([Br:1])[CH:3]=2)[CH:17]=1)[CH3:12], predict the reactants needed to synthesize it. The reactants are: [Br:1][C:2]1[CH:3]=[C:4]([CH:8]=[CH:9][CH:10]=1)[C:5]([OH:7])=O.[CH2:11]([O:13][C:14](=[O:23])[CH2:15][C:16]1[CH:21]=[CH:20][CH:19]=[C:18]([NH2:22])[CH:17]=1)[CH3:12]. (3) Given the product [C:1]([N:4]1[CH2:8][C@@H:7]([C:9]([O:11][CH3:12])=[O:10])[CH2:6][C@H:5]1[C:13]([O:15][C:16]([CH3:19])([CH3:18])[CH3:17])=[O:14])(=[O:3])[CH3:2], predict the reactants needed to synthesize it. The reactants are: [C:1]([N:4]1[CH:8]=[C:7]([C:9]([O:11][CH3:12])=[O:10])[CH2:6][C@H:5]1[C:13]([O:15][C:16]([CH3:19])([CH3:18])[CH3:17])=[O:14])(=[O:3])[CH3:2]. (4) Given the product [I-:23].[CH2:33]([O:32][C:30](=[O:31])[C@@H:29]([NH:28][C:26]([O:25][CH2:24][N+:19]1([CH3:22])[CH2:20][CH2:21][N:16]([C:15]2[C:4]3[CH:3]=[C:2]([CH3:1])[S:6][C:5]=3[NH:7][C:8]3[CH:9]=[CH:10][CH:11]=[CH:12][C:13]=3[N:14]=2)[CH2:17][CH2:18]1)=[O:27])[CH3:55])[CH2:34][CH2:35][CH2:36][CH2:37][CH2:38][CH2:39][CH2:40][CH2:41][CH2:42][CH2:43][CH2:44][CH2:45][CH2:46][CH2:47][CH2:48][CH2:49][CH2:50][CH2:51][CH2:52][CH2:53][CH3:54], predict the reactants needed to synthesize it. The reactants are: [CH3:1][C:2]1[S:6][C:5]2[NH:7][C:8]3[CH:9]=[CH:10][CH:11]=[CH:12][C:13]=3[N:14]=[C:15]([N:16]3[CH2:21][CH2:20][N:19]([CH3:22])[CH2:18][CH2:17]3)[C:4]=2[CH:3]=1.[I:23][CH2:24][O:25][C:26]([NH:28][C@@H:29]([CH3:55])[C:30]([O:32][CH2:33][CH2:34][CH2:35][CH2:36][CH2:37][CH2:38][CH2:39][CH2:40][CH2:41][CH2:42][CH2:43][CH2:44][CH2:45][CH2:46][CH2:47][CH2:48][CH2:49][CH2:50][CH2:51][CH2:52][CH2:53][CH3:54])=[O:31])=[O:27].